From a dataset of Forward reaction prediction with 1.9M reactions from USPTO patents (1976-2016). Predict the product of the given reaction. (1) Given the reactants [NH2:1][C:2]1[S:3][C:4]([CH3:7])=[CH:5][N:6]=1.Br[CH2:9][CH2:10][CH2:11][O:12][CH3:13], predict the reaction product. The product is: [NH4+:1].[OH-:12].[CH3:13][O:12][CH2:11][CH2:10][CH2:9][N:6]1[CH:5]=[C:4]([CH3:7])[S:3][C:2]1=[NH:1]. (2) The product is: [CH:2]([C:1]1[N:14]=[C:13]([NH2:15])[NH:11][N:12]=1)([CH3:4])[CH3:3]. Given the reactants [C:1](O)(=O)[CH:2]([CH3:4])[CH3:3].C(=O)(O)O.[NH:11]([C:13](=[NH:15])[NH2:14])[NH2:12].[N+]([O-])(O)=O, predict the reaction product. (3) Given the reactants [CH3:1][O:2][C:3](=[O:24])[C:4]([NH:7][C:8]([C:10]1[CH:19]=[CH:18][C:17]2[CH2:16][CH2:15][CH2:14][CH2:13][C:12]=2[C:11]=1[O:20]COC)=[O:9])([CH3:6])[CH3:5], predict the reaction product. The product is: [CH3:1][O:2][C:3](=[O:24])[C:4]([NH:7][C:8]([C:10]1[CH:19]=[CH:18][C:17]2[CH2:16][CH2:15][CH2:14][CH2:13][C:12]=2[C:11]=1[OH:20])=[O:9])([CH3:6])[CH3:5]. (4) The product is: [CH:12]1([C:9]2[C:7]3[N:8]=[C:3]([CH2:2][NH:18][CH2:19][CH2:20][OH:21])[NH:4][C:5](=[O:17])[C:6]=3[O:11][N:10]=2)[CH2:16][CH2:15][CH2:14][CH2:13]1. Given the reactants Cl[CH2:2][C:3]1[NH:4][C:5](=[O:17])[C:6]2[O:11][N:10]=[C:9]([CH:12]3[CH2:16][CH2:15][CH2:14][CH2:13]3)[C:7]=2[N:8]=1.[NH2:18][CH2:19][CH2:20][OH:21].CO.O, predict the reaction product.